Task: Predict the product of the given reaction.. Dataset: Forward reaction prediction with 1.9M reactions from USPTO patents (1976-2016) (1) Given the reactants [CH2:1]([C:9]1[CH:15]=[CH:14][C:12]([NH2:13])=[CH:11][CH:10]=1)[CH2:2][CH2:3][CH2:4][CH2:5][CH2:6][CH2:7][CH3:8].C(OC([NH:23][C@@H:24]([C:28](O)=[O:29])[C@@H:25]([CH3:27])[OH:26])=O)(C)(C)C, predict the reaction product. The product is: [NH2:23][C@@H:24]([C@@H:25]([OH:26])[CH3:27])[C:28]([NH:13][C:12]1[CH:11]=[CH:10][C:9]([CH2:1][CH2:2][CH2:3][CH2:4][CH2:5][CH2:6][CH2:7][CH3:8])=[CH:15][CH:14]=1)=[O:29]. (2) The product is: [Cl:1][C:2]1[C:3]([CH3:35])=[C:4]([NH:8][C:9]([C:11]2[C:19]3[N:18]=[C:17]([S:20]([CH3:21])=[O:44])[NH:16][C:15]=3[CH:14]=[C:13]([NH:22][C:23]([C:25]3[CH:30]=[CH:29][CH:28]=[CH:27][C:26]=3[C:31]([F:34])([F:32])[F:33])=[O:24])[CH:12]=2)=[O:10])[CH:5]=[CH:6][CH:7]=1. Given the reactants [Cl:1][C:2]1[C:3]([CH3:35])=[C:4]([NH:8][C:9]([C:11]2[C:19]3[N:18]=[C:17]([S:20][CH3:21])[NH:16][C:15]=3[CH:14]=[C:13]([NH:22][C:23]([C:25]3[CH:30]=[CH:29][CH:28]=[CH:27][C:26]=3[C:31]([F:34])([F:33])[F:32])=[O:24])[CH:12]=2)=[O:10])[CH:5]=[CH:6][CH:7]=1.ClC1C=CC=C(C(OO)=[O:44])C=1, predict the reaction product.